From a dataset of Reaction yield outcomes from USPTO patents with 853,638 reactions. Predict the reaction yield, written as a fraction of the theoretical maximum amount of product (1.0 means a 100% yield; for example, 0.34 means a 34% yield). (1) The reactants are [NH2:1][C:2]1[C:10]2[C:9]([C:11]3[CH:16]=[CH:15][C:14]([C:17]([F:20])([F:19])[F:18])=[C:13]([O:21]C)[CH:12]=3)=[N:8][C:7]([NH:23][CH:24]3[CH2:26][CH2:25]3)=[N:6][C:5]=2[S:4][C:3]=1[C:27]([NH2:29])=[O:28].B(Br)(Br)Br. The catalyst is C(Cl)Cl. The product is [NH2:1][C:2]1[C:10]2[C:9]([C:11]3[CH:16]=[CH:15][C:14]([C:17]([F:18])([F:20])[F:19])=[C:13]([OH:21])[CH:12]=3)=[N:8][C:7]([NH:23][CH:24]3[CH2:25][CH2:26]3)=[N:6][C:5]=2[S:4][C:3]=1[C:27]([NH2:29])=[O:28]. The yield is 0.190. (2) The reactants are [CH:1]1([C:4]2[C:5]([N:13]3[CH2:18][CH2:17][N:16]([C:19]([O:21][C:22]([CH3:25])([CH3:24])[CH3:23])=[O:20])[CH2:15][CH2:14]3)=[C:6]3[CH:12]=[N:11][NH:10][C:7]3=[N:8][CH:9]=2)[CH2:3][CH2:2]1.[OH-].[K+].[I:28]I. The catalyst is CN(C=O)C.CCOC(C)=O. The product is [CH:1]1([C:4]2[C:5]([N:13]3[CH2:18][CH2:17][N:16]([C:19]([O:21][C:22]([CH3:25])([CH3:24])[CH3:23])=[O:20])[CH2:15][CH2:14]3)=[C:6]3[C:12]([I:28])=[N:11][NH:10][C:7]3=[N:8][CH:9]=2)[CH2:2][CH2:3]1. The yield is 1.00.